From a dataset of Peptide-MHC class I binding affinity with 185,985 pairs from IEDB/IMGT. Regression. Given a peptide amino acid sequence and an MHC pseudo amino acid sequence, predict their binding affinity value. This is MHC class I binding data. (1) The peptide sequence is AVYKTYGQY. The MHC is HLA-B58:01 with pseudo-sequence HLA-B58:01. The binding affinity (normalized) is 0.0847. (2) The MHC is HLA-A30:01 with pseudo-sequence HLA-A30:01. The peptide sequence is MGRFGYVPY. The binding affinity (normalized) is 0.750. (3) The peptide sequence is VLIRRCHYL. The MHC is HLA-A68:02 with pseudo-sequence HLA-A68:02. The binding affinity (normalized) is 0.0847. (4) The peptide sequence is HQAIISDVL. The MHC is HLA-A80:01 with pseudo-sequence HLA-A80:01. The binding affinity (normalized) is 0.0847. (5) The peptide sequence is FSPEVIPMF. The MHC is HLA-A68:01 with pseudo-sequence HLA-A68:01. The binding affinity (normalized) is 0. (6) The peptide sequence is EGNLAQGFR. The MHC is HLA-A30:01 with pseudo-sequence HLA-A30:01. The binding affinity (normalized) is 0.424. (7) The peptide sequence is YMPDVLEKL. The MHC is HLA-C03:03 with pseudo-sequence HLA-C03:03. The binding affinity (normalized) is 0.0847. (8) The peptide sequence is SSQRDTILK. The MHC is HLA-A30:01 with pseudo-sequence HLA-A30:01. The binding affinity (normalized) is 0.645. (9) The peptide sequence is VQPPQLTLQV. The MHC is HLA-A02:03 with pseudo-sequence HLA-A02:03. The binding affinity (normalized) is 0.269. (10) The peptide sequence is LLPENNVLSPV. The MHC is HLA-A68:02 with pseudo-sequence HLA-A68:02. The binding affinity (normalized) is 0.706.